This data is from Reaction yield outcomes from USPTO patents with 853,638 reactions. The task is: Predict the reaction yield, written as a fraction of the theoretical maximum amount of product (1.0 means a 100% yield; for example, 0.34 means a 34% yield). The reactants are I[C:2]1[CH:7]=[CH:6][CH:5]=[CH:4][C:3]=1[O:8][CH3:9].[Cl:10][C:11]1[CH:12]=[C:13](B(O)O)[CH:14]=[CH:15][CH:16]=1.C(=O)([O-])[O-].[K+].[K+].C(OCC)(=O)C. The catalyst is O.CO.C([O-])(=O)C.[Pd+2].C([O-])(=O)C. The product is [Cl:10][C:11]1[CH:16]=[C:15]([C:2]2[CH:7]=[CH:6][CH:5]=[CH:4][C:3]=2[O:8][CH3:9])[CH:14]=[CH:13][CH:12]=1. The yield is 0.890.